Regression. Given a peptide amino acid sequence and an MHC pseudo amino acid sequence, predict their binding affinity value. This is MHC class II binding data. From a dataset of Peptide-MHC class II binding affinity with 134,281 pairs from IEDB. (1) The binding affinity (normalized) is 0.373. The MHC is HLA-DPA10103-DPB10401 with pseudo-sequence HLA-DPA10103-DPB10401. The peptide sequence is IIELFTAKGFTVQEM. (2) The peptide sequence is QELLDIANYLMEQIQ. The MHC is HLA-DPA10103-DPB10301 with pseudo-sequence HLA-DPA10103-DPB10301. The binding affinity (normalized) is 0.149. (3) The binding affinity (normalized) is 0.622. The peptide sequence is CNEPTAAAIAYGLDR. The MHC is HLA-DQA10401-DQB10402 with pseudo-sequence HLA-DQA10401-DQB10402. (4) The MHC is H-2-IAb with pseudo-sequence H-2-IAb. The peptide sequence is DITYKVHLATPINSR. The binding affinity (normalized) is 0.785. (5) The peptide sequence is CGYKDVDKPPFDGMT. The MHC is HLA-DPA10301-DPB10402 with pseudo-sequence HLA-DPA10301-DPB10402. The binding affinity (normalized) is 0. (6) The peptide sequence is GFKAALAAAAGVPPADKYRT. The MHC is DRB1_0802 with pseudo-sequence DRB1_0802. The binding affinity (normalized) is 0.886. (7) The binding affinity (normalized) is 0.797. The MHC is DRB5_0101 with pseudo-sequence DRB5_0101. The peptide sequence is TWHYCGSYVTKTSGS. (8) The binding affinity (normalized) is 0.00943. The peptide sequence is EVVKANGGYLAAGKL. The MHC is HLA-DPA10103-DPB10301 with pseudo-sequence HLA-DPA10103-DPB10301.